This data is from Forward reaction prediction with 1.9M reactions from USPTO patents (1976-2016). The task is: Predict the product of the given reaction. (1) The product is: [CH3:23][CH2:22][CH2:21][CH2:20][CH2:19][CH2:18][CH2:17][CH2:16][C:13]1[CH:14]=[CH:15][C:10]([CH2:9][CH2:8][C:5]([NH2:24])([CH2:4][OH:3])[CH2:6][OH:7])=[CH:11][CH:12]=1.[ClH:35]. Given the reactants CC1(C)[O:7][CH2:6][C:5]([NH:24]C(=O)OC(C)(C)C)([CH2:8][CH2:9][C:10]2[CH:15]=[CH:14][C:13]([CH2:16][CH2:17][CH2:18][CH2:19][CH2:20][CH2:21][CH2:22][CH3:23])=[CH:12][CH:11]=2)[CH2:4][O:3]1.O.C(Cl)[Cl:35], predict the reaction product. (2) Given the reactants [Cl:1][C:2]1[CH:21]=[CH:20][C:5]([O:6][C:7]2[CH:16]=[CH:15][C:10]([C:11](OC)=[O:12])=[C:9]([CH2:17][CH2:18][CH3:19])[N:8]=2)=[CH:4][CH:3]=1.[H-].C([Al+]CC(C)C)C(C)C.Cl, predict the reaction product. The product is: [Cl:1][C:2]1[CH:21]=[CH:20][C:5]([O:6][C:7]2[N:8]=[C:9]([CH2:17][CH2:18][CH3:19])[C:10]([CH2:11][OH:12])=[CH:15][CH:16]=2)=[CH:4][CH:3]=1. (3) The product is: [NH:1]1[C:9]2=[N:8][CH:7]=[CH:6][CH:5]=[C:4]2[C:3]([CH:10]=[C:17]2[O:16][C:15]([NH:18][C:19]3[CH:24]=[CH:23][CH:22]=[CH:21][CH:20]=3)=[C:14]([C:25]([O:27][CH2:28][CH3:29])=[O:26])[C:13]2=[O:12])=[CH:2]1. Given the reactants [NH:1]1[C:9]2[C:4](=[CH:5][CH:6]=[CH:7][N:8]=2)[C:3]([CH:10]=O)=[CH:2]1.[O:12]=[C:13]1[CH2:17][O:16][C:15]([NH:18][C:19]2[CH:24]=[CH:23][CH:22]=[CH:21][CH:20]=2)=[C:14]1[C:25]([O:27][CH2:28][CH3:29])=[O:26].N1CCCCC1, predict the reaction product. (4) The product is: [C:1]([O:5][C:6](=[O:45])[CH2:7][CH2:8][CH2:9][CH2:10][N:11]1[C:17]2[CH:18]=[CH:19][C:20]([I:22])=[CH:21][C:16]=2[C:15](=[O:23])[N:14]([C@@H:24]([C:26]2[CH:31]=[CH:30][C:29]([Cl:32])=[CH:28][CH:27]=2)[CH3:25])[C@@H:13]([C:33]2[CH:38]=[CH:37][C:36]([Cl:39])=[CH:35][C:34]=2[OH:40])[C:12]1=[O:44])([CH3:2])([CH3:3])[CH3:4]. Given the reactants [C:1]([O:5][C:6](=[O:45])[CH2:7][CH2:8][CH2:9][CH2:10][N:11]1[C:17]2[CH:18]=[CH:19][C:20]([I:22])=[CH:21][C:16]=2[C:15](=[O:23])[N:14]([C@@H:24]([C:26]2[CH:31]=[CH:30][C:29]([Cl:32])=[CH:28][CH:27]=2)[CH3:25])[C@@H:13]([C:33]2[CH:38]=[CH:37][C:36]([Cl:39])=[CH:35][C:34]=2[O:40]CC=C)[C:12]1=[O:44])([CH3:4])([CH3:3])[CH3:2].[BH4-].[Na+].CO, predict the reaction product. (5) Given the reactants [NH2:1][C:2]1[N:7]=[CH:6][N:5]=[C:4]([N:8]2[CH2:12][CH2:11][CH:10]([NH:13][C:14]([NH:16][C:17]3[CH:22]=[CH:21][C:20]([CH:23]([CH3:25])[CH3:24])=[CH:19][CH:18]=3)=[O:15])[CH2:9]2)[C:3]=1[CH:26]=O.[Cl-].[Cl-].[NH3+:30][O:31][CH2:32][CH2:33][NH3+:34], predict the reaction product. The product is: [NH2:1][C:2]1[N:7]=[CH:6][N:5]=[C:4]([N:8]2[CH2:12][CH2:11][CH:10]([NH:13][C:14]([NH:16][C:17]3[CH:22]=[CH:21][C:20]([CH:23]([CH3:24])[CH3:25])=[CH:19][CH:18]=3)=[O:15])[CH2:9]2)[C:3]=1[CH:26]=[N:30][O:31][CH2:32][CH2:33][NH2:34]. (6) Given the reactants [Si:1]([O:8][CH2:9][C@H:10]([CH2:26][CH2:27][CH2:28][OH:29])[CH2:11][C@H:12]1[CH2:16][O:15][C:14]([CH3:18])([CH3:17])[N:13]1[C:19]([O:21][C:22]([CH3:25])([CH3:24])[CH3:23])=[O:20])([C:4]([CH3:7])([CH3:6])[CH3:5])([CH3:3])[CH3:2].CCN(CC)CC.[CH3:37][S:38](Cl)(=[O:40])=[O:39], predict the reaction product. The product is: [Si:1]([O:8][CH2:9][C@H:10]([CH2:26][CH2:27][CH2:28][O:29][S:38]([CH3:37])(=[O:40])=[O:39])[CH2:11][C@H:12]1[CH2:16][O:15][C:14]([CH3:18])([CH3:17])[N:13]1[C:19]([O:21][C:22]([CH3:25])([CH3:24])[CH3:23])=[O:20])([C:4]([CH3:7])([CH3:6])[CH3:5])([CH3:3])[CH3:2].